This data is from Reaction yield outcomes from USPTO patents with 853,638 reactions. The task is: Predict the reaction yield, written as a fraction of the theoretical maximum amount of product (1.0 means a 100% yield; for example, 0.34 means a 34% yield). (1) The reactants are CO[O:3][P:4]([O:9][CH2:10][CH2:11][O:12][C:13]([N:15]1[C:23]2[C:18](=[CH:19][CH:20]=[CH:21][CH:22]=2)/[C:17](=[CH:24]/[C:25]2[NH:26][C:27]([CH3:31])=[CH:28][C:29]=2[CH3:30])/[C:16]1=[O:32])=[O:14])([O:6]OC)=[O:5].Br[Si](C)(C)C. The catalyst is C(#N)C. The product is [P:4]([O:9][CH2:10][CH2:11][O:12][C:13]([N:15]1[C:23]2[C:18](=[CH:19][CH:20]=[CH:21][CH:22]=2)/[C:17](=[CH:24]/[C:25]2[NH:26][C:27]([CH3:31])=[CH:28][C:29]=2[CH3:30])/[C:16]1=[O:32])=[O:14])([OH:6])([OH:5])=[O:3]. The yield is 0.370. (2) The reactants are [CH2:1]([O:3][C:4](=[O:14])[C:5](=[N:12]O)[C:6](=[O:11])[C:7]([F:10])([F:9])[F:8])[CH3:2].[ClH:15].[H][H]. The catalyst is C(O)C.[Pd]. The product is [ClH:15].[CH2:1]([O:3][C:4](=[O:14])[CH:5]([NH2:12])[C:6](=[O:11])[C:7]([F:8])([F:9])[F:10])[CH3:2]. The yield is 0.618. (3) The reactants are [CH3:1][O:2][C:3]([C:5]1[C:6]2[C:7](I)=[CH:8][N:9]([S:14]([C:17]3[CH:22]=[CH:21][C:20]([CH3:23])=[CH:19][CH:18]=3)(=[O:16])=[O:15])[C:10]=2[CH:11]=[CH:12][CH:13]=1)=[O:4].C([Sn](CCCC)(CCCC)[C:30]1[C:38]2[C:33](=[CH:34][CH:35]=[CH:36][CH:37]=2)[N:32]([S:39]([C:42]2[CH:47]=[CH:46][C:45]([CH3:48])=[CH:44][CH:43]=2)(=[O:41])=[O:40])[CH:31]=1)CCC. The catalyst is CN(C=O)C.[Cu]I.C1C=CC([P]([Pd]([P](C2C=CC=CC=2)(C2C=CC=CC=2)C2C=CC=CC=2)([P](C2C=CC=CC=2)(C2C=CC=CC=2)C2C=CC=CC=2)[P](C2C=CC=CC=2)(C2C=CC=CC=2)C2C=CC=CC=2)(C2C=CC=CC=2)C2C=CC=CC=2)=CC=1. The product is [CH3:1][O:2][C:3]([C:5]1[C:6]2[C:7]([C:30]3[C:38]4[C:33](=[CH:34][CH:35]=[CH:36][CH:37]=4)[N:32]([S:39]([C:42]4[CH:47]=[CH:46][C:45]([CH3:48])=[CH:44][CH:43]=4)(=[O:41])=[O:40])[CH:31]=3)=[CH:8][N:9]([S:14]([C:17]3[CH:22]=[CH:21][C:20]([CH3:23])=[CH:19][CH:18]=3)(=[O:16])=[O:15])[C:10]=2[CH:11]=[CH:12][CH:13]=1)=[O:4]. The yield is 0.700. (4) The reactants are [NH2:1][C@@H:2]1[C:11]2[C:6](=[CH:7][CH:8]=[CH:9][CH:10]=2)[C@H:5]([OH:12])[CH2:4][CH2:3]1.[H-].[Na+].F[C:16]1[CH:17]=[CH:18][C:19]2[N:20]([C:22]([CH2:25][CH2:26][N:27]3[CH2:32][CH2:31][N:30]([CH3:33])[CH2:29][CH2:28]3)=[N:23][N:24]=2)[CH:21]=1. The catalyst is CN(C=O)C. The product is [CH3:33][N:30]1[CH2:29][CH2:28][N:27]([CH2:26][CH2:25][C:22]2[N:20]3[CH:21]=[C:16]([O:12][C@H:5]4[C:6]5[C:11](=[CH:10][CH:9]=[CH:8][CH:7]=5)[C@@H:2]([NH2:1])[CH2:3][CH2:4]4)[CH:17]=[CH:18][C:19]3=[N:24][N:23]=2)[CH2:32][CH2:31]1. The yield is 0.430. (5) The reactants are [NH2:1][C@@:2]([C:14]1[CH:19]=[C:18]([C:20]2[CH:21]=[N:22][CH:23]=[N:24][CH:25]=2)[C:17]([F:26])=[CH:16][C:15]=1[F:27])([CH3:13])[CH2:3][C@H:4]([C:6]1[N:7]=[C:8]([CH3:12])[O:9][C:10]=1[CH3:11])[OH:5].[C:28]([N:36]=[C:37]=[S:38])(=[O:35])[C:29]1[CH:34]=[CH:33][CH:32]=[CH:31][CH:30]=1. The catalyst is C(Cl)Cl. The product is [F:27][C:15]1[CH:16]=[C:17]([F:26])[C:18]([C:20]2[CH:25]=[N:24][CH:23]=[N:22][CH:21]=2)=[CH:19][C:14]=1[C@@:2]([NH:1][C:37]([NH:36][C:28](=[O:35])[C:29]1[CH:30]=[CH:31][CH:32]=[CH:33][CH:34]=1)=[S:38])([CH2:3][C@H:4]([C:6]1[N:7]=[C:8]([CH3:12])[O:9][C:10]=1[CH3:11])[OH:5])[CH3:13]. The yield is 0.910. (6) The reactants are [C:1]1(=[O:10])[C:9]2[C:4](=[CH:5][CH:6]=[CH:7][CH:8]=2)[CH2:3][NH:2]1.Br[CH2:12][C:13]1[CH:20]=[CH:19][CH:18]=[CH:17][C:14]=1[C:15]#[N:16].C([O-])([O-])=O.[Cs+].[Cs+].C1OCCOCCOCCOCCOCCOC1. The catalyst is CC(C)=O.CCCCCC.C(OCC)(=O)C. The product is [O:10]=[C:1]1[C:9]2[C:4](=[CH:5][CH:6]=[CH:7][CH:8]=2)[CH2:3][N:2]1[CH2:12][C:13]1[CH:20]=[CH:19][CH:18]=[CH:17][C:14]=1[C:15]#[N:16]. The yield is 0.440. (7) The reactants are Br.[N+:2]([C:5]1[CH:10]=[CH:9][C:8]([CH2:11][C@@H:12]([C:14]2[N:15]=[C:16]([C:19]3[CH:24]=[CH:23][CH:22]=[CH:21][CH:20]=3)[S:17][CH:18]=2)[NH2:13])=[CH:7][CH:6]=1)([O-:4])=[O:3].C([O-])([O-])=O.[Ca+2].[C:30](Cl)(Cl)=[S:31]. The catalyst is C(Cl)(Cl)(Cl)Cl.O.C(Cl)Cl.O. The product is [N:13]([C@H:12]([C:14]1[N:15]=[C:16]([C:19]2[CH:20]=[CH:21][CH:22]=[CH:23][CH:24]=2)[S:17][CH:18]=1)[CH2:11][C:8]1[CH:7]=[CH:6][C:5]([N+:2]([O-:4])=[O:3])=[CH:10][CH:9]=1)=[C:30]=[S:31]. The yield is 0.930.